From a dataset of Peptide-MHC class II binding affinity with 134,281 pairs from IEDB. Regression. Given a peptide amino acid sequence and an MHC pseudo amino acid sequence, predict their binding affinity value. This is MHC class II binding data. (1) The peptide sequence is INKWQVVAPQLPADL. The MHC is HLA-DPA10201-DPB10501 with pseudo-sequence HLA-DPA10201-DPB10501. The binding affinity (normalized) is 0.0631. (2) The peptide sequence is AGLTHMMIWHSNLND. The MHC is DRB3_0101 with pseudo-sequence DRB3_0101. The binding affinity (normalized) is 0.165.